From a dataset of CYP2C9 inhibition data for predicting drug metabolism from PubChem BioAssay. Regression/Classification. Given a drug SMILES string, predict its absorption, distribution, metabolism, or excretion properties. Task type varies by dataset: regression for continuous measurements (e.g., permeability, clearance, half-life) or binary classification for categorical outcomes (e.g., BBB penetration, CYP inhibition). Dataset: cyp2c9_veith. (1) The compound is CCCCCCCCCCCCCCCC(=O)C(F)(F)F. The result is 0 (non-inhibitor). (2) The drug is CC(C)Cn1c(-c2csc3c2CCCC3)n[nH]c1=S. The result is 1 (inhibitor). (3) The compound is N#C[C@@H](N=Nc1ccccc1C(=O)O)C(N)=O. The result is 0 (non-inhibitor). (4) The molecule is Cc1nnc(SCCCn2c(N3CCN(c4ccccc4)CC3)nc3c2c(=O)[nH]c(=O)n3C)s1. The result is 1 (inhibitor). (5) The drug is Cc1ccc(SCCNC(=S)Nc2ccc(C)c(C)c2)cc1. The result is 1 (inhibitor). (6) The result is 0 (non-inhibitor). The compound is Cc1cc(C(F)(F)F)nc(SCC(=O)c2cccc([N+](=O)[O-])c2)n1.